This data is from Forward reaction prediction with 1.9M reactions from USPTO patents (1976-2016). The task is: Predict the product of the given reaction. Given the reactants [NH2:1][C:2]1[CH:3]=[C:4]([C:9]2[C:20](=[O:21])[N:19]([CH3:22])[C:12]3[N:13]=[C:14](SC)[N:15]=[CH:16][C:11]=3[CH:10]=2)[CH:5]=[CH:6][C:7]=1[F:8], predict the reaction product. The product is: [NH2:1][C:2]1[CH:3]=[C:4]([C:9]2[C:20](=[O:21])[N:19]([CH3:22])[C:12]3[N:13]=[CH:14][N:15]=[CH:16][C:11]=3[CH:10]=2)[CH:5]=[CH:6][C:7]=1[F:8].